The task is: Predict the reaction yield, written as a fraction of the theoretical maximum amount of product (1.0 means a 100% yield; for example, 0.34 means a 34% yield).. This data is from Reaction yield outcomes from USPTO patents with 853,638 reactions. (1) The reactants are [Cl:1][C:2]1[CH:11]=[CH:10][C:5]([C:6]([O:8][CH3:9])=[O:7])=[C:4](I)[CH:3]=1.[NH2:13][C:14]1[CH:15]=[C:16]([CH:21]=[CH:22][C:23]=1[NH2:24])[C:17]([O:19][CH3:20])=[O:18].C([O-])([O-])=O.[K+].[K+]. The catalyst is ClC1C=CC=CC=1.C(OCC)(=O)C.[Cu]. The product is [NH2:13][C:14]1[CH:15]=[C:16]([C:17]([O:19][CH3:20])=[O:18])[CH:21]=[CH:22][C:23]=1[NH:24][C:4]1[CH:3]=[C:2]([Cl:1])[CH:11]=[CH:10][C:5]=1[C:6]([O:8][CH3:9])=[O:7]. The yield is 0.680. (2) The reactants are Br[C:2]1[CH:10]=[C:9]2[C:5]([CH2:6][CH2:7][CH:8]2[NH:11][C:12]2[CH:17]=[CH:16][CH:15]=[C:14]([Cl:18])[CH:13]=2)=[CH:4][CH:3]=1.C(P(C(C)(C)C)C1C=CC=CC=1C1C=CC=CC=1)(C)(C)C.CC(C)([O-])C.[Na+].[CH3:46][N:47]([CH3:57])[C:48]1[CH:53]=[CH:52][C:51]([CH2:54][NH:55][CH3:56])=[CH:50][CH:49]=1. The catalyst is C1(C)C=CC=CC=1.C(OCC)(=O)C.O.C([O-])(=O)C.[Pd+2].C([O-])(=O)C. The product is [Cl:18][C:14]1[CH:13]=[C:12]([NH:11][CH:8]2[C:9]3[C:5](=[CH:4][CH:3]=[C:2]([N:55]([CH2:54][C:51]4[CH:52]=[CH:53][C:48]([N:47]([CH3:46])[CH3:57])=[CH:49][CH:50]=4)[CH3:56])[CH:10]=3)[CH2:6][CH2:7]2)[CH:17]=[CH:16][CH:15]=1. The yield is 0.430. (3) The catalyst is C1COCC1. The reactants are [CH3:1][S:2]([C:5]1[CH:10]=[CH:9][C:8]([CH:11]2[CH2:20][CH2:19][C:18]3[C:13](=[CH:14][CH:15]=[C:16]([O:21][CH3:22])[CH:17]=3)[C:12]2=O)=[CH:7][CH:6]=1)(=[O:4])=[O:3].C1(C)C=CC=CC=1.P(Br)(Br)[Br:32]. The yield is 0.740. The product is [Br:32][C:12]1[C:13]2[C:18](=[CH:17][C:16]([O:21][CH3:22])=[CH:15][CH:14]=2)[CH2:19][CH2:20][C:11]=1[C:8]1[CH:9]=[CH:10][C:5]([S:2]([CH3:1])(=[O:4])=[O:3])=[CH:6][CH:7]=1. (4) The reactants are [CH3:1][C:2]12[CH2:12][CH:6]3[CH2:7][C:8]([CH3:11])([CH2:10][C:4]([C:13](O)=[O:14])([CH2:5]3)[CH2:3]1)[CH2:9]2.[S:16]1[CH:20]=[CH:19][CH:18]=[C:17]1[CH2:21][CH2:22][NH2:23].C(N(CC)CC)C.CCN=C=NCCCN(C)C. The catalyst is C(Cl)Cl.CN(C1C=CN=CC=1)C. The product is [S:16]1[CH:20]=[CH:19][CH:18]=[C:17]1[CH2:21][CH2:22][NH:23][C:13]([C:4]12[CH2:10][C:8]3([CH3:11])[CH2:7][CH:6]([CH2:12][C:2]([CH3:1])([CH2:9]3)[CH2:3]1)[CH2:5]2)=[O:14]. The yield is 0.630. (5) The product is [N:13]1([C:11]2[N:12]=[C:7]([CH:4]3[CH2:5][CH2:6][O:1][CH2:2][CH2:3]3)[N:8]=[C:9]([C:19]3[CH:24]=[CH:23][C:22]([NH:25][C:26]([NH:28][C:29]4[CH:30]=[CH:31][N:32]=[CH:33][CH:34]=4)=[O:27])=[CH:21][CH:20]=3)[N:10]=2)[CH2:14][CH2:15][O:16][CH2:17][CH2:18]1. The yield is 0.200. The catalyst is CO.C1COCC1.C(Cl)Cl.[Pd]. The reactants are [O:1]1[CH2:6][CH:5]=[C:4]([C:7]2[N:12]=[C:11]([N:13]3[CH2:18][CH2:17][O:16][CH2:15][CH2:14]3)[N:10]=[C:9]([C:19]3[CH:24]=[CH:23][C:22]([NH:25][C:26]([NH:28][C:29]4[CH:34]=[CH:33][N:32]=[CH:31][CH:30]=4)=[O:27])=[CH:21][CH:20]=3)[N:8]=2)[CH2:3][CH2:2]1.